Task: Predict the reaction yield, written as a fraction of the theoretical maximum amount of product (1.0 means a 100% yield; for example, 0.34 means a 34% yield).. Dataset: Reaction yield outcomes from USPTO patents with 853,638 reactions The reactants are [C:1]([O:4][CH2:5][C@H:6]([CH3:19])[CH2:7][CH:8]([NH:15][C:16](=[O:18])[CH3:17])[C:9]1[S:10][C:11](Br)=[CH:12][CH:13]=1)(=[O:3])[CH3:2].[CH2:20]([OH:23])[C:21]#[CH:22].C(N(CC)CC)C.O. The catalyst is CN(C)C=O.[Cu]I.Cl[Pd](Cl)([P](C1C=CC=CC=1)(C1C=CC=CC=1)C1C=CC=CC=1)[P](C1C=CC=CC=1)(C1C=CC=CC=1)C1C=CC=CC=1. The product is [C:1]([O:4][CH2:5][C@H:6]([CH3:19])[CH2:7][CH:8]([NH:15][C:16](=[O:18])[CH3:17])[C:9]1[S:10][C:11]([C:22]#[C:21][CH2:20][OH:23])=[CH:12][CH:13]=1)(=[O:3])[CH3:2]. The yield is 0.540.